Dataset: Forward reaction prediction with 1.9M reactions from USPTO patents (1976-2016). Task: Predict the product of the given reaction. (1) Given the reactants [Cl:1][CH2:2][C:3]([N:5]1[C@@H:9]([CH3:10])[CH2:8][CH2:7][C@H:6]1[C:11]([NH2:13])=O)=[O:4].N1C=CN=C1.O=P(Cl)(Cl)Cl, predict the reaction product. The product is: [Cl:1][CH2:2][C:3]([N:5]1[C@@H:9]([CH3:10])[CH2:8][CH2:7][C@H:6]1[C:11]#[N:13])=[O:4]. (2) Given the reactants C[O:2][C:3]([C:5]1[C:6](Cl)=[N:7][C:8]2[C:13]([C:14]=1[C:15]1[CH:20]=[CH:19][CH:18]=[CH:17][CH:16]=1)=[CH:12][C:11]([Cl:21])=[CH:10][C:9]=2[Cl:22])=[O:4].[CH2:24]([NH:26][CH3:27])[CH3:25], predict the reaction product. The product is: [Cl:21][C:11]1[CH:12]=[C:13]2[C:8](=[C:9]([Cl:22])[CH:10]=1)[N:7]=[C:6]([N:26]([CH2:24][CH3:25])[CH3:27])[C:5]([C:3]([OH:2])=[O:4])=[C:14]2[C:15]1[CH:16]=[CH:17][CH:18]=[CH:19][CH:20]=1.